This data is from Forward reaction prediction with 1.9M reactions from USPTO patents (1976-2016). The task is: Predict the product of the given reaction. (1) Given the reactants [CH3:1][C:2]1[NH:3][C:4](=[O:26])[C:5]([CH2:11][C:12]2[CH:17]=[CH:16][C:15]([C:18]3[C:19]([C:24]#[N:25])=[CH:20][CH:21]=[CH:22][CH:23]=3)=[CH:14][CH:13]=2)=[C:6]([CH2:8][CH2:9][CH3:10])[N:7]=1.[CH:27]([S:30][C:31]1[CH:36]=[CH:35][C:34](B(O)O)=[CH:33][CH:32]=1)([CH3:29])[CH3:28].C(N(CC)CC)C.N1C=CC=CC=1, predict the reaction product. The product is: [CH:27]([S:30][C:31]1[CH:36]=[CH:35][C:34]([N:3]2[C:4](=[O:26])[C:5]([CH2:11][C:12]3[CH:17]=[CH:16][C:15]([C:18]4[C:19]([C:24]#[N:25])=[CH:20][CH:21]=[CH:22][CH:23]=4)=[CH:14][CH:13]=3)=[C:6]([CH2:8][CH2:9][CH3:10])[N:7]=[C:2]2[CH3:1])=[CH:33][CH:32]=1)([CH3:29])[CH3:28]. (2) Given the reactants [Cl:1][C:2]1[C:3]([F:24])=[C:4]([C:16]2[CH:21]=[C:20]([O:22]C)[N:19]=[CH:18][N:17]=2)[C:5]([N:8]2[CH:12]=[C:11]([CH:13]3[CH2:15][CH2:14]3)[N:10]=[N:9]2)=[CH:6][CH:7]=1.Br, predict the reaction product. The product is: [Cl:1][C:2]1[C:3]([F:24])=[C:4]([C:16]2[N:17]=[CH:18][N:19]=[C:20]([OH:22])[CH:21]=2)[C:5]([N:8]2[CH:12]=[C:11]([CH:13]3[CH2:15][CH2:14]3)[N:10]=[N:9]2)=[CH:6][CH:7]=1.